From a dataset of NCI-60 drug combinations with 297,098 pairs across 59 cell lines. Regression. Given two drug SMILES strings and cell line genomic features, predict the synergy score measuring deviation from expected non-interaction effect. (1) Drug 1: CC(C1=C(C=CC(=C1Cl)F)Cl)OC2=C(N=CC(=C2)C3=CN(N=C3)C4CCNCC4)N. Drug 2: CC12CCC3C(C1CCC2O)C(CC4=C3C=CC(=C4)O)CCCCCCCCCS(=O)CCCC(C(F)(F)F)(F)F. Cell line: SW-620. Synergy scores: CSS=15.6, Synergy_ZIP=-0.935, Synergy_Bliss=1.96, Synergy_Loewe=-3.99, Synergy_HSA=0.678. (2) Drug 1: CS(=O)(=O)C1=CC(=C(C=C1)C(=O)NC2=CC(=C(C=C2)Cl)C3=CC=CC=N3)Cl. Drug 2: CC(C)(C#N)C1=CC(=CC(=C1)CN2C=NC=N2)C(C)(C)C#N. Cell line: T-47D. Synergy scores: CSS=5.14, Synergy_ZIP=-0.256, Synergy_Bliss=4.44, Synergy_Loewe=3.94, Synergy_HSA=3.50. (3) Drug 1: COC1=CC(=CC(=C1O)OC)C2C3C(COC3=O)C(C4=CC5=C(C=C24)OCO5)OC6C(C(C7C(O6)COC(O7)C8=CC=CS8)O)O. Drug 2: C(CC(=O)O)C(=O)CN.Cl. Cell line: HOP-62. Synergy scores: CSS=9.63, Synergy_ZIP=-7.45, Synergy_Bliss=-7.69, Synergy_Loewe=-27.0, Synergy_HSA=-5.83. (4) Drug 2: CC1C(C(=O)NC(C(=O)N2CCCC2C(=O)N(CC(=O)N(C(C(=O)O1)C(C)C)C)C)C(C)C)NC(=O)C3=C4C(=C(C=C3)C)OC5=C(C(=O)C(=C(C5=N4)C(=O)NC6C(OC(=O)C(N(C(=O)CN(C(=O)C7CCCN7C(=O)C(NC6=O)C(C)C)C)C)C(C)C)C)N)C. Drug 1: CC12CCC3C(C1CCC2=O)CC(=C)C4=CC(=O)C=CC34C. Cell line: MCF7. Synergy scores: CSS=20.7, Synergy_ZIP=2.86, Synergy_Bliss=7.03, Synergy_Loewe=6.70, Synergy_HSA=5.64.